This data is from Full USPTO retrosynthesis dataset with 1.9M reactions from patents (1976-2016). The task is: Predict the reactants needed to synthesize the given product. (1) Given the product [CH2:14]([CH:21]1[CH2:24][CH2:23][N:22]1[C:1]([N:62]1[CH2:63][CH2:64][C:59]([CH2:58][N:55]2[C:56](=[O:57])[C:51]3[CH:50]=[N:49][N:48]([C:45]4[CH:44]=[CH:43][C:42]([F:41])=[CH:47][CH:46]=4)[C:52]=3[N:53]=[CH:54]2)([OH:65])[CH2:60][CH2:61]1)=[O:2])[C:15]1[CH:20]=[CH:19][CH:18]=[CH:17][CH:16]=1, predict the reactants needed to synthesize it. The reactants are: [C:1](OC(Cl)(Cl)Cl)(OC(Cl)(Cl)Cl)=[O:2].Cl.[CH2:14]([CH:21]1[CH2:24][CH2:23][NH:22]1)[C:15]1[CH:20]=[CH:19][CH:18]=[CH:17][CH:16]=1.C(N(CC)C(C)C)(C)C.C(O)(C(F)(F)F)=O.[F:41][C:42]1[CH:47]=[CH:46][C:45]([N:48]2[C:52]3[N:53]=[CH:54][N:55]([CH2:58][C:59]4([OH:65])[CH2:64][CH2:63][NH:62][CH2:61][CH2:60]4)[C:56](=[O:57])[C:51]=3[CH:50]=[N:49]2)=[CH:44][CH:43]=1. (2) The reactants are: [CH3:1][C:2]1[C:7]([NH:8][C:9](=[O:15])[O:10][C:11]([CH3:14])([CH3:13])[CH3:12])=[C:6]([CH3:16])[N:5]=[C:4]([O:17][CH2:18][C:19]([N:21]([CH3:28])[CH:22]2[CH2:27][CH2:26][NH:25][CH2:24][CH2:23]2)=[O:20])[N:3]=1.[C:29]1([S:35](Cl)(=[O:37])=[O:36])[CH:34]=[CH:33][CH:32]=[CH:31][CH:30]=1. Given the product [CH3:16][C:6]1[C:7]([NH:8][C:9](=[O:15])[O:10][C:11]([CH3:14])([CH3:12])[CH3:13])=[C:2]([CH3:1])[N:3]=[C:4]([O:17][CH2:18][C:19]([N:21]([CH3:28])[CH:22]2[CH2:23][CH2:24][N:25]([S:35]([C:29]3[CH:34]=[CH:33][CH:32]=[CH:31][CH:30]=3)(=[O:37])=[O:36])[CH2:26][CH2:27]2)=[O:20])[N:5]=1, predict the reactants needed to synthesize it. (3) Given the product [CH:17]12[CH2:22][CH:21]1[CH2:20][N:19]([C:14]([C:6]1[C:7]3[C:12](=[CH:11][CH:10]=[CH:9][C:8]=3[CH3:13])[C:3]([O:2][CH3:1])=[CH:4][CH:5]=1)=[O:16])[CH2:18]2, predict the reactants needed to synthesize it. The reactants are: [CH3:1][O:2][C:3]1[C:12]2[C:7](=[C:8]([CH3:13])[CH:9]=[CH:10][CH:11]=2)[C:6]([C:14]([OH:16])=O)=[CH:5][CH:4]=1.[CH:17]12[CH2:22][CH:21]1[CH2:20][NH:19][CH2:18]2. (4) Given the product [CH3:35][O:38][C:76](=[O:77])/[CH:41]=[C:40](/[C:9]1[CH:10]=[CH:11][C:6]([C:3]([C:21]2[CH:26]=[CH:25][C:24]([O:27][C:28](=[O:33])[C:29]([CH3:32])([CH3:31])[CH3:30])=[C:23]([CH3:34])[CH:22]=2)([CH2:4][CH3:5])[CH2:1][CH3:2])=[CH:7][C:8]=1[CH3:20])\[CH2:45][CH3:44], predict the reactants needed to synthesize it. The reactants are: [CH2:1]([C:3]([C:21]1[CH:26]=[CH:25][C:24]([O:27][C:28](=[O:33])[C:29]([CH3:32])([CH3:31])[CH3:30])=[C:23]([CH3:34])[CH:22]=1)([C:6]1[CH:11]=[CH:10][C:9](OS(C(F)(F)F)(=O)=O)=[C:8]([CH3:20])[CH:7]=1)[CH2:4][CH3:5])[CH3:2].[C:35]([O-:38])(O)=O.[Na+].[CH:40]1[CH:41]=CC(P([C:40]2[CH:41]=CC=[CH:44][CH:45]=2)CCCP([C:40]2[CH:41]=CC=[CH:44][CH:45]=2)[C:40]2[CH:41]=CC=[CH:44][CH:45]=2)=[CH:44][CH:45]=1.[Li+].[Br-].[NH4+].[Cl-].CN([CH:76]=[O:77])C. (5) Given the product [Cl:9][C:6]1[C:7]([CH3:8])=[C:2]([C:30]2[CH:35]=[N:34][C:33]([CH:36]=[O:37])=[CH:32][CH:31]=2)[C:3]([O:20][CH3:21])=[C:4]([CH:10]([NH:12][C:13](=[O:19])[O:14][C:15]([CH3:18])([CH3:17])[CH3:16])[CH3:11])[CH:5]=1, predict the reactants needed to synthesize it. The reactants are: Br[C:2]1[C:3]([O:20][CH3:21])=[C:4]([CH:10]([NH:12][C:13](=[O:19])[O:14][C:15]([CH3:18])([CH3:17])[CH3:16])[CH3:11])[CH:5]=[C:6]([Cl:9])[C:7]=1[CH3:8].CC1(C)C(C)(C)OB([C:30]2[CH:31]=[CH:32][C:33]([CH:36]=[O:37])=[N:34][CH:35]=2)O1.C(=O)([O-])[O-].[K+].[K+].N#N. (6) Given the product [C@H:47]12[CH2:53][C@H:50]([NH:51][CH2:52]1)[CH2:49][N:48]2[CH2:43][C:39]1[CH:38]=[C:37]([C:32]2[C:33]([CH3:36])=[CH:34][CH:35]=[C:30]([CH2:29][N:20]([CH2:19][C:10]3[C:11]([NH:12][CH:13]4[CH2:18][CH2:17][O:16][CH2:15][CH2:14]4)=[C:6]4[CH:5]=[N:4][N:3]([CH2:1][CH3:2])[C:7]4=[N:8][C:9]=3[CH2:45][CH3:46])[C:21]([C:23]3([C:26]([NH2:28])=[O:27])[CH2:24][CH2:25]3)=[O:22])[CH:31]=2)[CH:42]=[CH:41][CH:40]=1, predict the reactants needed to synthesize it. The reactants are: [CH2:1]([N:3]1[C:7]2=[N:8][C:9]([CH2:45][CH3:46])=[C:10]([CH2:19][N:20]([CH2:29][C:30]3[CH:31]=[C:32]([C:37]4[CH:42]=[CH:41][CH:40]=[C:39]([CH:43]=O)[CH:38]=4)[C:33]([CH3:36])=[CH:34][CH:35]=3)[C:21]([C:23]3([C:26]([NH2:28])=[O:27])[CH2:25][CH2:24]3)=[O:22])[C:11]([NH:12][CH:13]3[CH2:18][CH2:17][O:16][CH2:15][CH2:14]3)=[C:6]2[CH:5]=[N:4]1)[CH3:2].[C@H:47]12[CH2:53][C@H:50]([NH:51][CH2:52]1)[CH2:49][N:48]2C(OC(C)(C)C)=O.C(O[BH-](OC(=O)C)OC(=O)C)(=O)C.[Na+].C(O)(=O)C. (7) Given the product [CH2:24]([O:1][C:2]1[CH:7]=[CH:6][CH:5]=[CH:4][C:3]=1[C:8]1[CH:13]=[CH:12][C:11]([CH2:14][NH:15][C:16](=[O:22])[O:17][C:18]([CH3:19])([CH3:21])[CH3:20])=[CH:10][CH:9]=1)[CH2:25][CH2:26][CH3:27], predict the reactants needed to synthesize it. The reactants are: [OH:1][C:2]1[CH:7]=[CH:6][CH:5]=[CH:4][C:3]=1[C:8]1[CH:13]=[CH:12][C:11]([CH2:14][NH:15][C:16](=[O:22])[O:17][C:18]([CH3:21])([CH3:20])[CH3:19])=[CH:10][CH:9]=1.Br[CH2:24][CH2:25][CH2:26][CH3:27]. (8) Given the product [CH2:9]([C:7]1[N:6]([CH2:14][CH2:15][O:16][C:17]([F:20])([F:19])[F:18])[C:5]2[CH:21]=[CH:22][C:2]([S:23][CH:24]3[CH2:25][N:26]([C:28]([O:30][C:31]([CH3:34])([CH3:33])[CH3:32])=[O:29])[CH2:27]3)=[CH:3][C:4]=2[N:8]=1)[C:10]([CH3:13])([CH3:12])[CH3:11], predict the reactants needed to synthesize it. The reactants are: Br[C:2]1[CH:22]=[CH:21][C:5]2[N:6]([CH2:14][CH2:15][O:16][C:17]([F:20])([F:19])[F:18])[C:7]([CH2:9][C:10]([CH3:13])([CH3:12])[CH3:11])=[N:8][C:4]=2[CH:3]=1.[SH:23][CH:24]1[CH2:27][N:26]([C:28]([O:30][C:31]([CH3:34])([CH3:33])[CH3:32])=[O:29])[CH2:25]1.C(N(CC)C(C)C)(C)C.